Task: Predict the reactants needed to synthesize the given product.. Dataset: Full USPTO retrosynthesis dataset with 1.9M reactions from patents (1976-2016) (1) Given the product [CH2:24]([O:26][C:27](=[O:36])[C:28]1[C:29]([NH2:35])=[CH:30][CH:31]=[C:32]([C:17]2[CH2:18][CH2:19][CH2:20][C:16]=2[C:10]2[CH:11]=[C:12]([CH3:15])[CH:13]=[CH:14][C:9]=2[O:8][CH2:1][C:2]2[CH:7]=[CH:6][CH:5]=[CH:4][CH:3]=2)[CH:33]=1)[CH3:25], predict the reactants needed to synthesize it. The reactants are: [CH2:1]([O:8][C:9]1[CH:14]=[CH:13][C:12]([CH3:15])=[CH:11][C:10]=1[C:16]1[CH2:20][CH2:19][CH2:18][C:17]=1B(O)O)[C:2]1[CH:7]=[CH:6][CH:5]=[CH:4][CH:3]=1.[CH2:24]([O:26][C:27](=[O:36])[C:28]1[CH:33]=[C:32](I)[CH:31]=[CH:30][C:29]=1[NH2:35])[CH3:25]. (2) Given the product [CH3:5][N:6]([CH3:28])[C:7]1[N:27]=[C:10]2[CH:11]=[CH:12][C:13]([NH:15][C:16]([C:18]3[N:22]([CH3:23])[N:21]=[CH:20][C:19]=3[C:24]([N:1]3[CH2:4][CH2:3][CH2:2]3)=[O:25])=[O:17])=[CH:14][N:9]2[N:8]=1, predict the reactants needed to synthesize it. The reactants are: [NH:1]1[CH2:4][CH2:3][CH2:2]1.[CH3:5][N:6]([CH3:28])[C:7]1[N:27]=[C:10]2[CH:11]=[CH:12][C:13]([NH:15][C:16]([C:18]3[N:22]([CH3:23])[N:21]=[CH:20][C:19]=3[C:24](O)=[O:25])=[O:17])=[CH:14][N:9]2[N:8]=1. (3) Given the product [N+:10]([C:7]1[CH:8]=[CH:9][C:4]([CH2:3][CH2:2][N:13]2[CH:17]=[CH:16][CH:15]=[N:14]2)=[CH:5][CH:6]=1)([O-:12])=[O:11], predict the reactants needed to synthesize it. The reactants are: Br[CH2:2][CH2:3][C:4]1[CH:9]=[CH:8][C:7]([N+:10]([O-:12])=[O:11])=[CH:6][CH:5]=1.[NH:13]1[CH:17]=[CH:16][CH:15]=[N:14]1.[OH-].[K+]. (4) The reactants are: FC(F)C1C=C(C=CC=1F)N.[F:12][CH:13]([F:36])[C:14]1[CH:15]=[C:16]([NH:21][C:22]([C@H:24]2[CH2:28][CH2:27][N:26]([C:29](=[O:35])[C:30]([O:32][CH2:33][CH3:34])=[O:31])[CH2:25]2)=[O:23])[CH:17]=[CH:18][C:19]=1[F:20].ClC1C(F)=C(NC([C@H]2CCN(C(=O)C(OCC)=O)C2)=O)C=CC=1F.[F:61][C:62]([F:67])([F:66])[C@@H:63]([NH2:65])[CH3:64]. Given the product [F:36][CH:13]([F:12])[C:14]1[CH:15]=[C:16]([NH:21][C:22]([C@H:24]2[CH2:28][CH2:27][N:26]([C:29](=[O:35])[C:30]([O:32][CH2:33][CH3:34])=[O:31])[CH2:25]2)=[O:23])[CH:17]=[CH:18][C:19]=1[F:20].[F:36][CH:13]([F:12])[C:14]1[CH:15]=[C:16]([NH:21][C:22]([C@H:24]2[CH2:28][CH2:27][N:26]([C:29](=[O:35])[C:30](=[O:32])[NH:65][C@@H:63]([CH3:64])[C:62]([F:67])([F:66])[F:61])[CH2:25]2)=[O:23])[CH:17]=[CH:18][C:19]=1[F:20], predict the reactants needed to synthesize it. (5) The reactants are: [Br:1][C:2]1[CH:7]=[CH:6][C:5]([C@:8]2([C:29]([F:32])([F:31])[F:30])[C:18]#[C:17][CH2:16][S:15][CH2:14][C@@H:13]([C:19]([O:21]C)=[O:20])[NH:12][C:11](=[O:23])[C@H:10]([CH2:24][C:25]([F:28])([CH3:27])[CH3:26])[NH:9]2)=[CH:4][CH:3]=1.[Li+].[OH-].Cl. Given the product [Br:1][C:2]1[CH:7]=[CH:6][C:5]([C@:8]2([C:29]([F:30])([F:31])[F:32])[C:18]#[C:17][CH2:16][S:15][CH2:14][C@@H:13]([C:19]([OH:21])=[O:20])[NH:12][C:11](=[O:23])[C@H:10]([CH2:24][C:25]([F:28])([CH3:27])[CH3:26])[NH:9]2)=[CH:4][CH:3]=1, predict the reactants needed to synthesize it. (6) Given the product [C:22]([C:2]1[CH:3]=[CH:4][C:5]([CH2:8][O:9][C@@H:10]2[CH2:15][O:14][C:13]3=[N:16][C:17]([N+:19]([O-:21])=[O:20])=[CH:18][N:12]3[CH2:11]2)=[N:6][CH:7]=1)#[CH:23], predict the reactants needed to synthesize it. The reactants are: Br[C:2]1[CH:3]=[CH:4][C:5]([CH2:8][O:9][C@@H:10]2[CH2:15][O:14][C:13]3=[N:16][C:17]([N+:19]([O-:21])=[O:20])=[CH:18][N:12]3[CH2:11]2)=[N:6][CH:7]=1.[C:22]([Si](C)(C)C)#[CH:23]. (7) Given the product [I:8][C:9]1[CH:30]=[CH:29][CH:28]=[C:11]([C:12]([NH:14][C:15]2[CH:20]=[CH:19][C:18]([C:21]3([C:23]([F:26])([F:25])[F:24])[O:5][N:4]=[C:3]([C:2]([F:7])([F:6])[F:1])[CH2:22]3)=[CH:17][C:16]=2[CH3:27])=[O:13])[C:10]=1[C:31]([NH:33][CH:34]([CH3:36])[CH3:35])=[O:32], predict the reactants needed to synthesize it. The reactants are: [F:1][C:2]([F:7])([F:6])[CH:3]=[N:4][OH:5].[I:8][C:9]1[CH:30]=[CH:29][CH:28]=[C:11]([C:12]([NH:14][C:15]2[CH:20]=[CH:19][C:18]([C:21]([C:23]([F:26])([F:25])[F:24])=[CH2:22])=[CH:17][C:16]=2[CH3:27])=[O:13])[C:10]=1[C:31]([NH:33][CH:34]([CH3:36])[CH3:35])=[O:32].C(=O)([O-])O.[K+]. (8) Given the product [N:5]1[N:24]([C:20]2[CH:21]=[CH:22][CH:23]=[C:16]3[C:17]=2[C:18]([NH2:19])=[N:30][NH:31]3)[N:25]=[CH:3][CH:4]=1.[N:10]1([C:6]2[CH:7]=[CH:8][CH:9]=[C:2]3[C:3]=2[C:4]([NH2:5])=[N:30][NH:31]3)[CH:17]=[CH:18][N:19]=[N:14]1, predict the reactants needed to synthesize it. The reactants are: F[C:2]1[CH:9]=[CH:8][CH:7]=[C:6]([N:10]2[N:14]=CC=N2)[C:3]=1[C:4]#[N:5].F[C:16]1[CH:23]=[CH:22][CH:21]=[C:20]([N:24]2C=CN=[N:25]2)[C:17]=1[C:18]#[N:19].O.[NH2:30][NH2:31]. (9) Given the product [CH3:24][S:21]([O:1][CH2:2][CH2:3][C:4]1([CH2:18][CH2:19][O:20][S:21]([CH3:24])(=[O:23])=[O:22])[CH2:10][CH2:9][CH2:8][N:7]([C:11]([O:13][C:14]([CH3:16])([CH3:15])[CH3:17])=[O:12])[CH2:6][CH2:5]1)(=[O:23])=[O:22], predict the reactants needed to synthesize it. The reactants are: [OH:1][CH2:2][CH2:3][C:4]1([CH2:18][CH2:19][OH:20])[CH2:10][CH2:9][CH2:8][N:7]([C:11]([O:13][C:14]([CH3:17])([CH3:16])[CH3:15])=[O:12])[CH2:6][CH2:5]1.[S:21](Cl)([CH3:24])(=[O:23])=[O:22]. (10) Given the product [S:8]1[C:3]2[CH:4]=[CH:5][CH:6]=[CH:7][C:2]=2[NH:1]/[C:11](=[CH:12]/[C:13]([O:15][CH2:16][CH3:17])=[O:14])/[CH2:10]1, predict the reactants needed to synthesize it. The reactants are: [NH2:1][C:2]1[CH:7]=[CH:6][CH:5]=[CH:4][C:3]=1[SH:8].Cl[CH2:10][C:11](=O)[CH2:12][C:13]([O:15][CH2:16][CH3:17])=[O:14].